Task: Predict the reaction yield, written as a fraction of the theoretical maximum amount of product (1.0 means a 100% yield; for example, 0.34 means a 34% yield).. Dataset: Reaction yield outcomes from USPTO patents with 853,638 reactions (1) The reactants are [N+:1]([C:4]1[C:5]([C:9]([OH:11])=[O:10])=[N:6][NH:7][CH:8]=1)([O-:3])=[O:2].S(Cl)(Cl)=O.[CH3:16]O. No catalyst specified. The product is [CH3:16][O:10][C:9]([C:5]1[C:4]([N+:1]([O-:3])=[O:2])=[CH:8][NH:7][N:6]=1)=[O:11]. The yield is 0.995. (2) The reactants are [CH3:1][C:2]1[CH:8]=[C:7]([B:9]2[O:13][C:12]([CH3:15])([CH3:14])[C:11]([CH3:17])([CH3:16])[O:10]2)[CH:6]=[C:5]([N+:18]([O-])=O)[C:3]=1[NH2:4]. The yield is 0.890. The catalyst is CO.[Pd]. The product is [CH3:1][C:2]1[CH:8]=[C:7]([B:9]2[O:13][C:12]([CH3:15])([CH3:14])[C:11]([CH3:17])([CH3:16])[O:10]2)[CH:6]=[C:5]([NH2:18])[C:3]=1[NH2:4]. (3) The reactants are [OH:1][C:2]1[CH:3]=[C:4]([CH:8]=[C:9]2[C:14](=[O:15])[O:13][C:12]([CH3:17])([CH3:16])[O:11][C:10]2=[O:18])[CH:5]=[CH:6][CH:7]=1.[CH2:19]([Mg]Cl)[CH:20]=[CH2:21]. The catalyst is C1COCC1. The product is [OH:1][C:2]1[CH:3]=[C:4]([CH:8]([CH:9]2[C:10](=[O:18])[O:11][C:12]([CH3:16])([CH3:17])[O:13][C:14]2=[O:15])[CH2:21][CH:20]=[CH2:19])[CH:5]=[CH:6][CH:7]=1. The yield is 0.360. (4) The reactants are [C:1]([C:3]1[C:8]([C:9]2[CH:14]=[CH:13][C:12]([S:15]([CH2:18][CH3:19])(=[O:17])=[O:16])=[CH:11][C:10]=2[O:20][CH3:21])=[CH:7][C:6](B(O)O)=[CH:5][CH:4]=1)#[N:2].Cl[C:26]1[C:27]2[N:34]=[CH:33][N:32]([CH2:35][CH3:36])[C:28]=2[N:29]=[N:30][CH:31]=1. No catalyst specified. The product is [CH2:35]([N:32]1[C:28]2[N:29]=[N:30][CH:31]=[C:26]([C:6]3[CH:7]=[C:8]([C:9]4[CH:14]=[CH:13][C:12]([S:15]([CH2:18][CH3:19])(=[O:17])=[O:16])=[CH:11][C:10]=4[O:20][CH3:21])[C:3]([C:1]#[N:2])=[CH:4][CH:5]=3)[C:27]=2[N:34]=[CH:33]1)[CH3:36]. The yield is 0.100. (5) The reactants are I[C:2]1[C:11]([O:12][C@H:13]2[CH2:18][CH2:17][C@@H:16]([CH3:19])[CH2:15][CH2:14]2)=[CH:10][CH:9]=[C:8]2[C:3]=1[CH:4]=[CH:5][C:6]([CH2:20][N:21]1[CH:26]3[CH2:27][CH2:28][CH:22]1[CH2:23][CH:24]([C:29]([O:31][CH3:32])=[O:30])[CH2:25]3)=[CH:7]2.CC(C1C=C(C(C)C)C(C2C=CC=CC=2P(C2CCCCC2)C2CCCCC2)=C(C(C)C)C=1)C.[CH3:67][N:68](C=O)C. The catalyst is [C-]#N.[C-]#N.[Zn+2].C1C=CC(/C=C/C(/C=C/C2C=CC=CC=2)=O)=CC=1.C1C=CC(/C=C/C(/C=C/C2C=CC=CC=2)=O)=CC=1.C1C=CC(/C=C/C(/C=C/C2C=CC=CC=2)=O)=CC=1.[Pd].[Pd]. The product is [C:67]([C:2]1[C:11]([O:12][C@H:13]2[CH2:18][CH2:17][C@@H:16]([CH3:19])[CH2:15][CH2:14]2)=[CH:10][CH:9]=[C:8]2[C:3]=1[CH:4]=[CH:5][C:6]([CH2:20][N:21]1[CH:22]3[CH2:28][CH2:27][CH:26]1[CH2:25][CH:24]([C:29]([O:31][CH3:32])=[O:30])[CH2:23]3)=[CH:7]2)#[N:68]. The yield is 0.370. (6) The reactants are [Br:1]C1C=C(OC)C(N2CCN(C)CC2)=NC=1.[CH3:17][O:18][C:19]1[CH:24]=[CH:23][N:22]=[C:21]([N:25]2[CH2:30][CH2:29][N:28]([CH:31]3[CH2:36][CH2:35][N:34]([CH3:37])[CH2:33][CH2:32]3)[CH2:27][C@@H:26]2[CH3:38])[CH:20]=1. No catalyst specified. The product is [Br:1][C:24]1[C:19]([O:18][CH3:17])=[CH:20][C:21]([N:25]2[CH2:30][CH2:29][N:28]([CH:31]3[CH2:36][CH2:35][N:34]([CH3:37])[CH2:33][CH2:32]3)[CH2:27][C@@H:26]2[CH3:38])=[N:22][CH:23]=1. The yield is 0.620. (7) The reactants are [Br:1][C:2]1[CH:7]=[CH:6][C:5]([C:8]23[CH2:13][CH:12]2[CH2:11][NH:10][CH2:9]3)=[C:4]([F:14])[CH:3]=1.C(N(CC)CC)C.[C:22]([O:26][C:27](O[C:27]([O:26][C:22]([CH3:25])([CH3:24])[CH3:23])=[O:28])=[O:28])([CH3:25])([CH3:24])[CH3:23]. The catalyst is C(Cl)Cl.O. The product is [C:22]([O:26][C:27]([N:10]1[CH2:11][CH:12]2[C:8]([C:5]3[CH:6]=[CH:7][C:2]([Br:1])=[CH:3][C:4]=3[F:14])([CH2:13]2)[CH2:9]1)=[O:28])([CH3:25])([CH3:24])[CH3:23]. The yield is 0.420. (8) The reactants are [NH:1]1[CH2:6][CH2:5][CH2:4][C@H:3]([CH2:7][N:8]2[C:12]3[CH:13]=[CH:14][CH:15]=[CH:16][C:11]=3[N:10]=[C:9]2[CH2:17][N:18]2[C@H:31]3[C@H:22]([CH2:23][CH2:24][C:25]4[C:30]3=[N:29][CH:28]=[CH:27][CH:26]=4)[CH2:21][CH2:20][CH2:19]2)[CH2:2]1.[CH3:32][C:33]([CH3:35])=O.C(O)(=O)C.C(O[BH-](OC(=O)C)OC(=O)C)(=O)C.[Na+]. The catalyst is ClCCCl. The product is [CH3:32][CH:33]([N:1]1[CH2:6][CH2:5][CH2:4][C@H:3]([CH2:7][N:8]2[C:12]3[CH:13]=[CH:14][CH:15]=[CH:16][C:11]=3[N:10]=[C:9]2[CH2:17][N:18]2[C@H:31]3[C@H:22]([CH2:23][CH2:24][C:25]4[C:30]3=[N:29][CH:28]=[CH:27][CH:26]=4)[CH2:21][CH2:20][CH2:19]2)[CH2:2]1)[CH3:35]. The yield is 0.270.